Dataset: Peptide-MHC class II binding affinity with 134,281 pairs from IEDB. Task: Regression. Given a peptide amino acid sequence and an MHC pseudo amino acid sequence, predict their binding affinity value. This is MHC class II binding data. (1) The peptide sequence is KGSNPNYLALLVKFV. The MHC is HLA-DQA10501-DQB10301 with pseudo-sequence HLA-DQA10501-DQB10301. The binding affinity (normalized) is 0.391. (2) The peptide sequence is ASLFLHLVGIPTHRH. The MHC is DRB5_0101 with pseudo-sequence DRB5_0101. The binding affinity (normalized) is 0.269. (3) The peptide sequence is QTINALISDNLLMKN. The MHC is DRB1_0101 with pseudo-sequence DRB1_0101. The binding affinity (normalized) is 0.889. (4) The peptide sequence is DVALSEQGEFKLLSE. The MHC is HLA-DQA10303-DQB10402 with pseudo-sequence HLA-DQA10303-DQB10402. The binding affinity (normalized) is 0. (5) The peptide sequence is VLEWRFDSRLAFHHV. The MHC is HLA-DQA10102-DQB10502 with pseudo-sequence HLA-DQA10102-DQB10502. The binding affinity (normalized) is 0.339. (6) The peptide sequence is DDCVAIGTGSSNIVI. The MHC is DRB1_0405 with pseudo-sequence DRB1_0405. The binding affinity (normalized) is 0.451. (7) The peptide sequence is TITVYAVTYYKEADY. The MHC is DRB1_0901 with pseudo-sequence DRB1_0901. The binding affinity (normalized) is 0.251. (8) The peptide sequence is TRKIMKVVNRWLFRH. The MHC is HLA-DQA10303-DQB10402 with pseudo-sequence HLA-DQA10303-DQB10402. The binding affinity (normalized) is 0.264.